Dataset: Catalyst prediction with 721,799 reactions and 888 catalyst types from USPTO. Task: Predict which catalyst facilitates the given reaction. Reactant: Cl[C:2](=[O:8])[C:3]([O:5]CC)=O.[C:9]([C:11]1[CH:12]=[C:13]([NH:17][C:18]([NH:20][CH:21]([CH3:26])[C:22]([CH3:25])([CH3:24])[CH3:23])=[S:19])[CH:14]=[CH:15][CH:16]=1)#[N:10]. Product: [O:8]=[C:2]1[C:3](=[O:5])[N:17]([C:13]2[CH:12]=[C:11]([CH:16]=[CH:15][CH:14]=2)[C:9]#[N:10])[C:18](=[S:19])[N:20]1[CH:21]([CH3:26])[C:22]([CH3:25])([CH3:24])[CH3:23]. The catalyst class is: 4.